This data is from Forward reaction prediction with 1.9M reactions from USPTO patents (1976-2016). The task is: Predict the product of the given reaction. (1) Given the reactants CO[C:3]1[CH:11]=[CH:10][C:6]2[N:7]=[CH:8][S:9][C:5]=2[CH:4]=1.Br[C:13]1[CH:14]=N[C:16]([NH:19][CH3:20])=[N:17][CH:18]=1.[CH3:21][O:22]C1N=CC(C2SC3C=CC=CC=3N=2)=CN=1.[CH3:38]COC(C)=O, predict the reaction product. The product is: [CH3:21][O:22][C:11]1[CH:3]=[CH:4][C:5]2[S:9][C:8]([C:13]3[CH:14]=[CH:38][C:16]([NH:19][CH3:20])=[N:17][CH:18]=3)=[N:7][C:6]=2[CH:10]=1. (2) Given the reactants [C:1]([CH2:3][C:4]([NH2:6])=[O:5])#[N:2].C[O-].[Na+].[Cl:10][C:11]1[CH:16]=[CH:15][CH:14]=[CH:13][C:12]=1[C:17](=O)[CH:18]=[CH:19]N(C)C.Cl, predict the reaction product. The product is: [Cl:10][C:11]1[CH:16]=[CH:15][CH:14]=[CH:13][C:12]=1[C:17]1[NH:6][C:4](=[O:5])[C:3]([C:1]#[N:2])=[CH:19][CH:18]=1. (3) The product is: [Cl:21][C:22]1[CH:27]=[CH:26][C:25](/[C:2](/[C:10]2[CH:15]=[CH:14][C:13]([CH:16]3[CH2:18][CH2:17]3)=[C:12]([O:19][CH3:20])[N:11]=2)=[CH:3]\[C@@H:4]2[NH:8][C:7](=[O:9])[CH2:6][CH2:5]2)=[CH:24][CH:23]=1. Given the reactants Br/[C:2](/[C:10]1[CH:15]=[CH:14][C:13]([CH:16]2[CH2:18][CH2:17]2)=[C:12]([O:19][CH3:20])[N:11]=1)=[CH:3]\[C@@H:4]1[NH:8][C:7](=[O:9])[CH2:6][CH2:5]1.[Cl:21][C:22]1[CH:27]=[CH:26][C:25](B(O)O)=[CH:24][CH:23]=1.O1C=CC=C1P(C1OC=CC=1)C1OC=CC=1.C(=O)([O-])[O-].[Cs+].[Cs+], predict the reaction product. (4) Given the reactants C(O[C:4]([C:6]1[C:7]2[CH2:8][C@H:9]3[CH2:22][C@H:10]3[C:11]=2[N:12]([C:14]2[CH:19]=[CH:18][C:17]([F:20])=[CH:16][C:15]=2[F:21])[N:13]=1)=[O:5])C.C1CN([P+](ON2N=NC3C=CC=CC2=3)(N2CCCC2)N2CCCC2)CC1.F[P-](F)(F)(F)(F)F.C(N(C(C)C)C(C)C)C.[NH2:65][C:66]1[C:71]([OH:72])=[CH:70][CH:69]=[CH:68][N:67]=1, predict the reaction product. The product is: [OH:72][C:71]1[C:66]([NH:65][C:4]([C:6]2[C:7]3[CH2:8][C@H:9]4[CH2:22][C@H:10]4[C:11]=3[N:12]([C:14]3[CH:19]=[CH:18][C:17]([F:20])=[CH:16][C:15]=3[F:21])[N:13]=2)=[O:5])=[N:67][CH:68]=[CH:69][CH:70]=1.